From a dataset of Forward reaction prediction with 1.9M reactions from USPTO patents (1976-2016). Predict the product of the given reaction. Given the reactants [NH2:1][C:2]1[C:3](=[S:17])[NH:4][C:5]([C:8]2([C:11]3[CH:16]=[CH:15][CH:14]=[CH:13][CH:12]=3)[CH2:10][CH2:9]2)=[CH:6][CH:7]=1.Cl[C:19]([C:21]1[CH:30]=[CH:29][C:24]([C:25]([O:27][CH3:28])=[O:26])=[CH:23][C:22]=1[N+:31]([O-:33])=[O:32])=O.O.CC1(C)[C@@H]2CC[C@@]1(CS(O)(=O)=O)C(=O)C2, predict the reaction product. The product is: [N+:31]([C:22]1[CH:23]=[C:24]([CH:29]=[CH:30][C:21]=1[C:19]1[S:17][C:3]2[C:2]([N:1]=1)=[CH:7][CH:6]=[C:5]([C:8]1([C:11]3[CH:16]=[CH:15][CH:14]=[CH:13][CH:12]=3)[CH2:10][CH2:9]1)[N:4]=2)[C:25]([O:27][CH3:28])=[O:26])([O-:33])=[O:32].